This data is from Catalyst prediction with 721,799 reactions and 888 catalyst types from USPTO. The task is: Predict which catalyst facilitates the given reaction. (1) Reactant: CN(C=O)C.C1(S([N:15]2[C:23]3[C:18](=[CH:19][C:20]([F:24])=[CH:21][CH:22]=3)[CH:17]=[C:16]2[C:25]2[CH:26]=[C:27]([C:31]([C:33]3[CH:38]=[C:37]([O:39][CH3:40])[C:36]([O:41][CH3:42])=[C:35]([O:43][CH3:44])[CH:34]=3)=[O:32])[CH:28]=[CH:29][CH:30]=2)(=O)=O)C=CC=CC=1.[OH-].[Na+]. Product: [F:24][C:20]1[CH:19]=[C:18]2[C:23](=[CH:22][CH:21]=1)[NH:15][C:16]([C:25]1[CH:26]=[C:27]([C:31]([C:33]3[CH:38]=[C:37]([O:39][CH3:40])[C:36]([O:41][CH3:42])=[C:35]([O:43][CH3:44])[CH:34]=3)=[O:32])[CH:28]=[CH:29][CH:30]=1)=[CH:17]2. The catalyst class is: 6. (2) Product: [OH:8][C:9]1[CH:14]=[CH:13][CH:12]=[CH:11][C:10]=1[NH:15][C:16](=[O:36])[C@@H:17]1[CH2:21][CH2:20][CH2:19][N:18]1[C:22](=[O:35])[CH2:23][CH2:24][C:25]1[N:29]([CH3:30])[C:28]2[CH:31]=[CH:32][CH:33]=[CH:34][C:27]=2[N:26]=1. The catalyst class is: 105. Reactant: C([O:8][C:9]1[CH:14]=[CH:13][CH:12]=[CH:11][C:10]=1[NH:15][C:16](=[O:36])[C@@H:17]1[CH2:21][CH2:20][CH2:19][N:18]1[C:22](=[O:35])[CH2:23][CH2:24][C:25]1[N:29]([CH3:30])[C:28]2[CH:31]=[CH:32][CH:33]=[CH:34][C:27]=2[N:26]=1)C1C=CC=CC=1. (3) Reactant: [N:1]1[N:2]([C:6]2[CH:11]=[CH:10][CH:9]=[CH:8][C:7]=2[C:12]([N:14]2[CH2:19][C@H:18]([OH:20])[CH2:17][CH2:16][C@H:15]2[CH3:21])=[O:13])[N:3]=[CH:4][CH:5]=1.[H-].[Na+].Cl[C:25]1[N:32]=[CH:31][CH:30]=[C:29]([S:33][CH3:34])[C:26]=1[C:27]#[N:28]. Product: [CH3:34][S:33][C:29]1[CH:30]=[CH:31][N:32]=[C:25]([O:20][C@@H:18]2[CH2:17][CH2:16][C@@H:15]([CH3:21])[N:14]([C:12]([C:7]3[CH:8]=[CH:9][CH:10]=[CH:11][C:6]=3[N:2]3[N:3]=[CH:4][CH:5]=[N:1]3)=[O:13])[CH2:19]2)[C:26]=1[C:27]#[N:28]. The catalyst class is: 39. (4) Reactant: Cl.C[O:3][CH:4](OC)[C:5]1[N:10]=[CH:9][C:8]([CH2:11][CH2:12][NH:13][C:14]([C:16]2[CH:21]=[CH:20][C:19]([C:22]3[CH:27]=[CH:26][C:25]([Cl:28])=[CH:24][CH:23]=3)=[CH:18][CH:17]=2)=[O:15])=[CH:7][CH:6]=1.O.C([O-])([O-])=O.[Na+].[Na+]. Product: [CH:4]([C:5]1[N:10]=[CH:9][C:8]([CH2:11][CH2:12][NH:13][C:14]([C:16]2[CH:21]=[CH:20][C:19]([C:22]3[CH:23]=[CH:24][C:25]([Cl:28])=[CH:26][CH:27]=3)=[CH:18][CH:17]=2)=[O:15])=[CH:7][CH:6]=1)=[O:3]. The catalyst class is: 5. (5) Product: [CH2:12]([C:5]1[C:4]([CH3:13])=[C:3]([O:2][CH3:1])[CH:11]=[CH:10][C:6]=1[C:7]([OH:9])=[O:8])[CH3:14]. The catalyst class is: 7. Reactant: [CH3:1][O:2][C:3]1[CH:11]=[CH:10][C:6]([C:7]([OH:9])=[O:8])=[C:5]([CH3:12])[C:4]=1[CH3:13].[CH:14]([Li])(CC)C.CI.O. (6) Reactant: C(OC(=O)[NH:7][C:8]1[N:13]=[CH:12][C:11]([C:14]2[N:15]=[C:16]([N:41]3[CH2:46][CH2:45][O:44][CH2:43][CH2:42]3)[C:17]3[N:23]=[CH:22][C:21]([C:24]4[CH:29]=[CH:28][CH:27]=[C:26]([NH:30][S:31]([C:34]5[CH:39]=[CH:38][C:37]([F:40])=[CH:36][CH:35]=5)(=[O:33])=[O:32])[CH:25]=4)=[CH:20][C:18]=3[N:19]=2)=[CH:10][N:9]=1)(C)(C)C.FC(F)(F)C(O)=O. Product: [NH2:7][C:8]1[N:13]=[CH:12][C:11]([C:14]2[N:15]=[C:16]([N:41]3[CH2:46][CH2:45][O:44][CH2:43][CH2:42]3)[C:17]3[N:23]=[CH:22][C:21]([C:24]4[CH:25]=[C:26]([NH:30][S:31]([C:34]5[CH:39]=[CH:38][C:37]([F:40])=[CH:36][CH:35]=5)(=[O:32])=[O:33])[CH:27]=[CH:28][CH:29]=4)=[CH:20][C:18]=3[N:19]=2)=[CH:10][N:9]=1. The catalyst class is: 2. (7) Reactant: [CH:1]1[CH:6]=[N:5][CH:4]=[C:3]([CH2:7][C:8]([P:14]([OH:17])([OH:16])=[O:15])([P:10]([OH:13])([OH:12])=[O:11])[OH:9])[CH:2]=1.[OH-].[Na+:19].O1CCCC1. Product: [CH:1]1[CH:6]=[N:5][CH:4]=[C:3]([CH2:7][C:8]([P:10]([O-:12])([OH:13])=[O:11])([P:14]([OH:17])([OH:16])=[O:15])[OH:9])[CH:2]=1.[Na+:19]. The catalyst class is: 6.